This data is from Forward reaction prediction with 1.9M reactions from USPTO patents (1976-2016). The task is: Predict the product of the given reaction. (1) Given the reactants [F:1][C:2]1[N:6]([CH3:7])[N:5]=[C:4]([CH3:8])[C:3]=1[C:9](Cl)=[O:10].[CH3:12][Si:13]([CH2:21][NH:22][CH:23]1[CH2:25][CH2:24]1)([CH3:20])[C:14]1[CH:19]=[CH:18][CH:17]=[CH:16][CH:15]=1.C(N(CC)CC)C, predict the reaction product. The product is: [CH:23]1([N:22]([CH2:21][Si:13]([CH3:20])([CH3:12])[C:14]2[CH:19]=[CH:18][CH:17]=[CH:16][CH:15]=2)[C:9]([C:3]2[C:4]([CH3:8])=[N:5][N:6]([CH3:7])[C:2]=2[F:1])=[O:10])[CH2:25][CH2:24]1. (2) Given the reactants [OH:1][CH:2]1[O:21][C@H:20]([CH2:22][OH:23])[C@@H:7]([O:8][C@@H:9]2[O:17][C@H:16]([CH2:18][OH:19])[C@H:14]([OH:15])[C@H:12]([OH:13])[C@H:10]2[OH:11])[C@H:5]([OH:6])[C@H:3]1[OH:4].[CH2:24]([OH:46])[C@H:25]1[O:30][C@H:29]([O:31][C@]2(CO)O[C@H](CO)[C@@H](O)[C@@H]2O)[C@H:28]([OH:43])[C@@H:27]([OH:44])[C@@H:26]1O.C1C(=O)NC(=O)N([C@@H]2O[C@H](COP(OP(O[C@H]3O[C@H](CO)[C@@H](O)[C@H](O)[C@H]3O)(O)=O)(O)=O)[C@@H](O)[C@H]2O)C=1.C1N(CCS(O)(=O)=O)CCOC1.[Mg+2].[Cl-].[Cl-].CCC(COC(C(N(CC[NH+](C)C)C)=O)(C1C=CC=CC=1)C1C=CC=CC=1)CC.[Cl-].[NH4+].[OH-], predict the reaction product. The product is: [CH2:18]([OH:19])[C@H:16]1[O:17][C@H:9]([O:8][C@@H:7]2[C@H:5]([OH:6])[C@@H:3]([OH:4])[C@H:2]([O:1][C@H:26]3[C@H:27]([OH:44])[C@@H:28]([OH:43])[CH:29]([OH:31])[O:30][C@@H:25]3[CH2:24][OH:46])[O:21][C@@H:20]2[CH2:22][OH:23])[C@H:10]([OH:11])[C@@H:12]([OH:13])[C@H:14]1[OH:15]. (3) Given the reactants [CH3:1][C:2]1[O:6][C:5]([CH2:7][NH:8][C:9]2[CH:18]=[CH:17][C:16]3[C:11](=[CH:12][CH:13]=[CH:14][C:15]=3[CH2:19]O)[N:10]=2)=[CH:4][CH:3]=1.CS([Cl:25])(=O)=O.C(N(CC)C(C)C)(C)C, predict the reaction product. The product is: [Cl:25][CH2:19][C:15]1[CH:14]=[CH:13][CH:12]=[C:11]2[C:16]=1[CH:17]=[CH:18][C:9]([NH:8][CH2:7][C:5]1[O:6][C:2]([CH3:1])=[CH:3][CH:4]=1)=[N:10]2. (4) The product is: [NH2:1][C:2]1[CH:3]=[C:4]2[C:9](=[CH:10][CH:11]=1)[CH:8]=[C:7]([C:12]1[CH:17]=[CH:16][C:15]([O:18][CH2:20][CH2:21][O:22][CH2:23][CH2:24][O:25][CH2:26][CH2:27][OH:28])=[CH:14][CH:13]=1)[CH:6]=[CH:5]2. Given the reactants [NH2:1][C:2]1[CH:3]=[C:4]2[C:9](=[CH:10][CH:11]=1)[CH:8]=[C:7]([C:12]1[CH:17]=[CH:16][C:15]([OH:18])=[CH:14][CH:13]=1)[CH:6]=[CH:5]2.Cl[CH2:20][CH2:21][O:22][CH2:23][CH2:24][O:25][CH2:26][CH2:27][OH:28].C(=O)([O-])[O-].[K+].[K+].CN(C=O)C, predict the reaction product. (5) Given the reactants [O:1]=[S:2]1(=[O:30])[CH2:7][CH2:6][N:5]([C:8]([C:10]2[NH:11][C:12]3[C:17]([CH:18]=2)=[CH:16][C:15]([C:19]([N:21]2[CH2:26][CH2:25][N:24]([CH:27]([CH3:29])[CH3:28])[CH2:23][CH2:22]2)=[O:20])=[CH:14][CH:13]=3)=[O:9])[CH2:4][CH2:3]1.[CH3:31][S:32]([C:35]1[CH:40]=[CH:39][C:38](B(O)O)=[CH:37][CH:36]=1)(=[O:34])=[O:33].N1C=CC=CC=1, predict the reaction product. The product is: [O:30]=[S:2]1(=[O:1])[CH2:7][CH2:6][N:5]([C:8]([C:10]2[N:11]([C:38]3[CH:39]=[CH:40][C:35]([S:32]([CH3:31])(=[O:34])=[O:33])=[CH:36][CH:37]=3)[C:12]3[C:17]([CH:18]=2)=[CH:16][C:15]([C:19]([N:21]2[CH2:22][CH2:23][N:24]([CH:27]([CH3:28])[CH3:29])[CH2:25][CH2:26]2)=[O:20])=[CH:14][CH:13]=3)=[O:9])[CH2:4][CH2:3]1. (6) Given the reactants C(OC(=O)[N:7]([CH:29]([CH3:31])[CH3:30])[CH2:8][C:9](=[O:28])[NH:10][CH2:11][C:12]1[CH:17]=[C:16]([C:18]2[CH:23]=[CH:22][C:21]([C:24]([F:27])([F:26])[F:25])=[CH:20][CH:19]=2)[N:15]=[CH:14][N:13]=1)(C)(C)C.O1CCOCC1, predict the reaction product. The product is: [CH:29]([NH:7][CH2:8][C:9]([NH:10][CH2:11][C:12]1[CH:17]=[C:16]([C:18]2[CH:19]=[CH:20][C:21]([C:24]([F:26])([F:27])[F:25])=[CH:22][CH:23]=2)[N:15]=[CH:14][N:13]=1)=[O:28])([CH3:31])[CH3:30]. (7) Given the reactants [F:1][C:2]1[CH:3]=[C:4]([CH:8]2[CH2:13][CH2:12][CH2:11][CH2:10][N:9]2[C:14]2[CH:15]=[CH:16][C:17]3[N:18]([C:20]([NH2:23])=[CH:21][N:22]=3)[N:19]=2)[CH:5]=[CH:6][CH:7]=1.C1N=CN([C:29]([N:31]2[CH:35]=N[CH:33]=[CH:32]2)=[O:30])C=1.Cl.N1CC([OH:41])C1.CCN(C(C)C)C(C)C, predict the reaction product. The product is: [F:1][C:2]1[CH:3]=[C:4]([CH:8]2[CH2:13][CH2:12][CH2:11][CH2:10][N:9]2[C:14]2[CH:15]=[CH:16][C:17]3[N:18]([C:20]([NH:23][C:29]([N:31]4[CH2:32][CH:33]([OH:41])[CH2:35]4)=[O:30])=[CH:21][N:22]=3)[N:19]=2)[CH:5]=[CH:6][CH:7]=1.